Task: Predict the reactants needed to synthesize the given product.. Dataset: Full USPTO retrosynthesis dataset with 1.9M reactions from patents (1976-2016) (1) Given the product [CH3:1][C:2]1[CH:7]=[CH:6][N:5]2[C:8]([C:11]3[CH:12]=[C:13]([O:17][S:26]([C:25]([F:38])([F:37])[F:24])(=[O:28])=[O:27])[CH:14]=[CH:15][CH:16]=3)=[CH:9][N:10]=[C:4]2[CH:3]=1, predict the reactants needed to synthesize it. The reactants are: [CH3:1][C:2]1[CH:7]=[CH:6][N:5]2[C:8]([C:11]3[CH:12]=[C:13]([OH:17])[CH:14]=[CH:15][CH:16]=3)=[CH:9][N:10]=[C:4]2[CH:3]=1.N1C=CC=CC=1.[F:24][C:25]([F:38])([F:37])[S:26](O[S:26]([C:25]([F:38])([F:37])[F:24])(=[O:28])=[O:27])(=[O:28])=[O:27].O. (2) Given the product [Cl:1][C:2]1[CH:3]=[CH:4][C:5]([C@H:8]2[C@@H:12]([C:13]3[CH:18]=[CH:17][C:16]([Cl:19])=[CH:15][CH:14]=3)[N:11]([C:20]([N:43]3[CH2:42][CH2:41][N:40]([S:37]([CH2:35][CH3:36])(=[O:38])=[O:39])[CH2:45][CH2:44]3)=[O:21])[C:10]([C:23]3[CH:28]=[CH:27][C:26]([O:29][CH3:30])=[CH:25][C:24]=3[O:31][CH:32]([CH3:34])[CH3:33])=[N:9]2)=[CH:6][CH:7]=1, predict the reactants needed to synthesize it. The reactants are: [Cl:1][C:2]1[CH:7]=[CH:6][C:5]([C@H:8]2[C@@H:12]([C:13]3[CH:18]=[CH:17][C:16]([Cl:19])=[CH:15][CH:14]=3)[N:11]([C:20](Cl)=[O:21])[C:10]([C:23]3[CH:28]=[CH:27][C:26]([O:29][CH3:30])=[CH:25][C:24]=3[O:31][CH:32]([CH3:34])[CH3:33])=[N:9]2)=[CH:4][CH:3]=1.[CH2:35]([S:37]([N:40]1[CH2:45][CH2:44][NH:43][CH2:42][CH2:41]1)(=[O:39])=[O:38])[CH3:36]. (3) Given the product [CH2:18]([O:25][C:26]1[CH:27]=[CH:28][C:29]([C:30]([NH:17][CH2:16][C@H:13]2[CH2:12][CH2:11][C@@H:10]([CH2:9][O:8][Si:1]([C:4]([CH3:7])([CH3:6])[CH3:5])([CH3:3])[CH3:2])[CH2:15][CH2:14]2)=[O:31])=[CH:33][CH:34]=1)[C:19]1[CH:20]=[CH:21][CH:22]=[CH:23][CH:24]=1, predict the reactants needed to synthesize it. The reactants are: [Si:1]([O:8][CH2:9][C@@H:10]1[CH2:15][CH2:14][C@H:13]([CH2:16][NH2:17])[CH2:12][CH2:11]1)([C:4]([CH3:7])([CH3:6])[CH3:5])([CH3:3])[CH3:2].[CH2:18]([O:25][C:26]1[CH:34]=[CH:33][C:29]([C:30](O)=[O:31])=[CH:28][CH:27]=1)[C:19]1[CH:24]=[CH:23][CH:22]=[CH:21][CH:20]=1.CCN=C=NCCCN(C)C.C1C=CC2N(O)N=NC=2C=1.O. (4) The reactants are: [F:1][C:2]1[CH:7]=[CH:6][C:5]([N:8]2[C:12]([C:13]3[CH:14]=[CH:15][C:16]4[N:17]([CH:19]=[C:20]([NH:22]C(=O)C)[N:21]=4)[N:18]=3)=[C:11]([C:26]3[CH:31]=[CH:30][C:29]([F:32])=[CH:28][CH:27]=3)[N:10]=[CH:9]2)=[CH:4][CH:3]=1.Cl.O1CCOCC1. Given the product [F:1][C:2]1[CH:7]=[CH:6][C:5]([N:8]2[C:12]([C:13]3[CH:14]=[CH:15][C:16]4[N:17]([CH:19]=[C:20]([NH2:22])[N:21]=4)[N:18]=3)=[C:11]([C:26]3[CH:31]=[CH:30][C:29]([F:32])=[CH:28][CH:27]=3)[N:10]=[CH:9]2)=[CH:4][CH:3]=1, predict the reactants needed to synthesize it. (5) The reactants are: [C:1]1([C:3](=[CH:5][CH:6]=[CH:7][CH:8]=1)[OH:4])[OH:2].C([O-])([O-])=O.[K+].[K+].[CH2:15](Br)[CH:16]=[CH2:17].[CH3:19][C:20]([CH3:22])=O. Given the product [CH2:15]([C:5]1[C:6]([CH2:22][CH:20]=[CH2:19])=[CH:7][CH:8]=[C:1]([OH:2])[C:3]=1[OH:4])[CH:16]=[CH2:17], predict the reactants needed to synthesize it. (6) Given the product [C:1]([C:5]1[CH:10]=[CH:9][C:8]([N:11]2[C:15](=[O:16])[C:14]([CH3:18])([CH3:17])[N:13]([CH2:19][C:20]3[CH:25]=[CH:24][N:23]=[C:22]([NH:28][C:29]4[CH:34]=[N:33][C:32]([OH:35])=[CH:31][CH:30]=4)[CH:21]=3)[C:12]2=[O:27])=[CH:7][CH:6]=1)([CH3:4])([CH3:3])[CH3:2], predict the reactants needed to synthesize it. The reactants are: [C:1]([C:5]1[CH:10]=[CH:9][C:8]([N:11]2[C:15](=[O:16])[C:14]([CH3:18])([CH3:17])[N:13]([CH2:19][C:20]3[CH:25]=[CH:24][N:23]=[C:22](Cl)[CH:21]=3)[C:12]2=[O:27])=[CH:7][CH:6]=1)([CH3:4])([CH3:3])[CH3:2].[NH2:28][C:29]1[CH:30]=[CH:31][C:32]([OH:35])=[N:33][CH:34]=1.C(=O)([O-])[O-].[Cs+].[Cs+].CC1(C)C2C=CC(P(C3C=CC=CC=3)C3C=CC=CC=3)=CC=2OC2C1=CC=C(P(C1C=CC=CC=1)C1C=CC=CC=1)C=2. (7) Given the product [CH2:1]([O:8][C:9]1[C:10](=[O:25])[NH:11][C:12](=[O:24])[N:13]([CH2:15][CH2:16][C:17]2[CH:22]=[CH:21][C:20]([C:28]3[CH:29]=[CH:30][CH:31]=[CH:32][C:27]=3[F:26])=[CH:19][CH:18]=2)[N:14]=1)[C:2]1[CH:7]=[CH:6][CH:5]=[CH:4][CH:3]=1, predict the reactants needed to synthesize it. The reactants are: [CH2:1]([O:8][C:9]1[C:10](=[O:25])[NH:11][C:12](=[O:24])[N:13]([CH2:15][CH2:16][C:17]2[CH:22]=[CH:21][C:20](Br)=[CH:19][CH:18]=2)[N:14]=1)[C:2]1[CH:7]=[CH:6][CH:5]=[CH:4][CH:3]=1.[F:26][C:27]1[CH:32]=[CH:31][CH:30]=[CH:29][C:28]=1B(O)O.C(=O)([O-])[O-].[Na+].[Na+]. (8) Given the product [Cl:1][C:2]1[C:7]([C:8]2[CH:13]=[CH:12][CH:11]=[CH:10][CH:9]=2)=[CH:6][N:5]2[N:15]=[C:16]([CH3:18])[CH:17]=[C:4]2[N:3]=1, predict the reactants needed to synthesize it. The reactants are: [Cl:1][C:2]1[C:7]([C:8]2[CH:13]=[CH:12][CH:11]=[CH:10][CH:9]=2)=[C:6](Cl)[N:5]2[N:15]=[C:16]([CH3:18])[CH:17]=[C:4]2[N:3]=1.N. (9) Given the product [C:39]([O:43][C:44]([N:2]1[CH2:7][CH2:6][CH:5]([CH2:8][CH2:9][C:10](=[O:11])[NH:12][C:13]2[S:14][C:15]3[CH:21]=[C:20]([O:22][S:23]([C:26]4[CH:27]=[CH:28][C:29]([NH:32][CH2:33][CH2:34][NH:35][CH:36]([CH3:38])[CH3:37])=[CH:30][CH:31]=4)(=[O:24])=[O:25])[CH:19]=[CH:18][C:16]=3[N:17]=2)[CH2:4][CH2:3]1)=[O:45])([CH3:42])([CH3:41])[CH3:40], predict the reactants needed to synthesize it. The reactants are: Cl.[NH:2]1[CH2:7][CH2:6][CH:5]([CH2:8][CH2:9][C:10]([NH:12][C:13]2[S:14][C:15]3[CH:21]=[C:20]([O:22][S:23]([C:26]4[CH:31]=[CH:30][C:29]([NH:32][CH2:33][CH2:34][NH:35][CH:36]([CH3:38])[CH3:37])=[CH:28][CH:27]=4)(=[O:25])=[O:24])[CH:19]=[CH:18][C:16]=3[N:17]=2)=[O:11])[CH2:4][CH2:3]1.[C:39]([O:43][C:44](N1CCC(CCC(=O)NC2SC3C=C(OS(C4C=CC(F)=CC=4)(=O)=O)C=CC=3N=2)CC1)=[O:45])([CH3:42])([CH3:41])[CH3:40].C(NC(C)C)(C)C.